This data is from Reaction yield outcomes from USPTO patents with 853,638 reactions. The task is: Predict the reaction yield, written as a fraction of the theoretical maximum amount of product (1.0 means a 100% yield; for example, 0.34 means a 34% yield). (1) The reactants are Br[C:2]1[CH:3]=[CH:4][C:5]2[O:11][CH2:10][CH2:9][N:8]3[C:12]([CH2:18][NH:19][CH:20]([CH3:22])[CH3:21])=[C:13]([C:15]([NH2:17])=[O:16])[N:14]=[C:7]3[C:6]=2[CH:23]=1.BrC1C=CC2OCCN3C(CN4CCCC4)=C(C(N)=O)N=C3C=2C=1.C(N)(C)C.[CH3:52][C:53]([OH:57])([C:55]#[CH:56])[CH3:54]. No catalyst specified. The product is [OH:57][C:53]([CH3:54])([CH3:52])[C:55]#[C:56][C:2]1[CH:3]=[CH:4][C:5]2[O:11][CH2:10][CH2:9][N:8]3[C:12]([CH2:18][NH:19][CH:20]([CH3:22])[CH3:21])=[C:13]([C:15]([NH2:17])=[O:16])[N:14]=[C:7]3[C:6]=2[CH:23]=1. The yield is 0.390. (2) The reactants are C([O:3][C:4]([C:6]1[CH:10]=[CH:9][NH:8][N:7]=1)=[O:5])C.[O:11]1[CH2:16][CH2:15][CH:14](OS(C)(=O)=O)[CH2:13][CH2:12]1.C([O-])([O-])=O.[Cs+].[Cs+]. The catalyst is CN(C=O)C. The product is [O:11]1[CH2:16][CH2:15][CH:14]([N:8]2[CH:9]=[CH:10][C:6]([C:4]([OH:3])=[O:5])=[N:7]2)[CH2:13][CH2:12]1. The yield is 0.190. (3) The reactants are [CH2:1]([O:3][C:4]([C:6]1[C:15](=[O:16])[N:14]2[C:9]([C:10]([CH3:35])=[C:11]([N:18]3[CH2:22][CH2:21][C@H:20]([O:23][N:24]4C(=O)C5C(=CC=CC=5)C4=O)[CH2:19]3)[C:12]([F:17])=[CH:13]2)=[C:8]([CH:36]2[CH2:38][CH2:37]2)[CH:7]=1)=[O:5])[CH3:2].O.NN. The catalyst is C(O)C.ClCCl. The product is [CH2:1]([O:3][C:4]([C:6]1[C:15](=[O:16])[N:14]2[C:9]([C:10]([CH3:35])=[C:11]([N:18]3[CH2:22][CH2:21][C@H:20]([O:23][NH2:24])[CH2:19]3)[C:12]([F:17])=[CH:13]2)=[C:8]([CH:36]2[CH2:37][CH2:38]2)[CH:7]=1)=[O:5])[CH3:2]. The yield is 0.950. (4) The reactants are [OH:1][C:2]1[CH:3]=[C:4]([CH:7]=[CH:8][CH:9]=1)[CH:5]=[O:6].[I-].[Na+].[CH2:12](Br)[CH:13]=[CH2:14].C(=O)([O-])[O-].[K+].[K+].S([O-])([O-])(=O)=O.[Na+].[Na+]. The catalyst is C(O)C. The product is [CH2:14]([O:1][C:2]1[CH:3]=[C:4]([CH:7]=[CH:8][CH:9]=1)[CH:5]=[O:6])[CH:13]=[CH2:12]. The yield is 1.00.